Dataset: Retrosynthesis with 50K atom-mapped reactions and 10 reaction types from USPTO. Task: Predict the reactants needed to synthesize the given product. The reactants are: [N-]=[N+]=NCC1CC(c2nc(-c3ccc4ccc(-c5ccccc5)nc4c3)c3c(N)nccn23)C1. Given the product NC[C@H]1C[C@@H](c2nc(-c3ccc4ccc(-c5ccccc5)nc4c3)c3c(N)nccn32)C1, predict the reactants needed to synthesize it.